This data is from Full USPTO retrosynthesis dataset with 1.9M reactions from patents (1976-2016). The task is: Predict the reactants needed to synthesize the given product. Given the product [Cl:93][C:54]1[CH:53]=[CH:52][C:51]2[NH:56][C:9]([C@@H:18]([NH:24][C:25](=[O:40])[C:26]3[CH:31]=[CH:30][C:29]([C:32]([N:34]4[CH2:35][CH2:36][CH2:37][CH2:38]4)=[O:33])=[C:28]([CH3:39])[CH:27]=3)[CH2:19][CH2:20][C:21]([N:82]3[CH2:83][CH2:84][CH2:85][C@@H:81]3[CH2:80][NH:79][C:77]([O:76][C:72]([CH3:75])([CH3:73])[CH3:74])=[O:78])=[O:23])=[N:49][C:50]=2[CH:55]=1, predict the reactants needed to synthesize it. The reactants are: C(OC(N1C2C=CC(Cl)=CC=2N=[C:9]1[CH:18]([NH:24][C:25](=[O:40])[C:26]1[CH:31]=[CH:30][C:29]([C:32]([N:34]2[CH2:38][CH2:37][CH2:36][CH2:35]2)=[O:33])=[C:28]([CH3:39])[CH:27]=1)[CH2:19][CH2:20][C:21]([OH:23])=O)=O)(C)(C)C.CN(C(O[N:49]1N=[N:56][C:51]2[CH:52]=[CH:53][CH:54]=[CH:55][C:50]1=2)=[N+](C)C)C.[B-](F)(F)(F)F.C(N(C(C)C)CC)(C)C.[C:72]([O:76][C:77]([NH:79][CH2:80][C@H:81]1[CH2:85][CH2:84][CH2:83][NH:82]1)=[O:78])([CH3:75])([CH3:74])[CH3:73].FC(F)(F)C(O)=O.[Cl:93]Cl.